Dataset: Catalyst prediction with 721,799 reactions and 888 catalyst types from USPTO. Task: Predict which catalyst facilitates the given reaction. (1) Reactant: C[Si](C)(C)[C:3]([F:6])([F:5])[F:4].[F-].C([N+](CCCC)(CCCC)CCCC)CCC.[CH2:27]([N:29]1[C:33]([O:34][C:35]2[CH:40]=[CH:39][C:38]([CH:41]=[O:42])=[CH:37][CH:36]=2)=[CH:32][C:31]([C:43]2[CH:44]=[C:45]([C:49]([NH:52][S:53]([CH2:56][C:57]([F:60])([F:59])[F:58])(=[O:55])=[O:54])([CH3:51])[CH3:50])[CH:46]=[CH:47][CH:48]=2)=[N:30]1)[CH3:28].Cl. Product: [CH2:27]([N:29]1[C:33]([O:34][C:35]2[CH:36]=[CH:37][C:38]([CH:41]([OH:42])[C:3]([F:6])([F:5])[F:4])=[CH:39][CH:40]=2)=[CH:32][C:31]([C:43]2[CH:44]=[C:45]([C:49]([NH:52][S:53]([CH2:56][C:57]([F:60])([F:58])[F:59])(=[O:54])=[O:55])([CH3:51])[CH3:50])[CH:46]=[CH:47][CH:48]=2)=[N:30]1)[CH3:28]. The catalyst class is: 7. (2) Reactant: [C:1]([C:4]1[C:22](=[O:23])[C@@:8]2([CH3:24])[C:9]3[C:15]([OH:16])=[CH:14][C:13]([O:17][CH3:18])=[C:12]([C:19]([NH2:21])=[O:20])[C:10]=3[O:11][C:7]2=[CH:6][C:5]=1[OH:25])(=[O:3])[CH3:2].[CH:26]([C:28]1[C:33]([CH3:34])=[CH:32][C:31]([NH:35][S:36]([CH3:39])(=[O:38])=[O:37])=[CH:30][C:29]=1[CH3:40])=O.C([SiH](CC)CC)C.FC(F)(F)C(O)=O. Product: [C:1]([C:4]1[C:22](=[O:23])[C@@:8]2([CH3:24])[C:9]3[C:15]([OH:16])=[CH:14][C:13]([O:17][CH3:18])=[C:12]([C:19]([NH:21][CH2:26][C:28]4[C:33]([CH3:34])=[CH:32][C:31]([NH:35][S:36]([CH3:39])(=[O:38])=[O:37])=[CH:30][C:29]=4[CH3:40])=[O:20])[C:10]=3[O:11][C:7]2=[CH:6][C:5]=1[OH:25])(=[O:3])[CH3:2]. The catalyst class is: 10.